This data is from Catalyst prediction with 721,799 reactions and 888 catalyst types from USPTO. The task is: Predict which catalyst facilitates the given reaction. Reactant: C[O:2][C:3](=[O:39])[CH2:4][O:5][C:6]1[CH:11]=[CH:10][C:9]([C:12]2[CH:13]=[C:14]3[C:18](=[CH:19][CH:20]=2)[N:17]([CH2:21][C:22]2[CH:27]=[CH:26][CH:25]=[CH:24][CH:23]=2)[C:16]([C:28]2[CH:33]=[CH:32][CH:31]=[CH:30][CH:29]=2)=[C:15]3[CH2:34][CH2:35][CH2:36][CH2:37][CH3:38])=[CH:8][CH:7]=1.[OH-].[K+]. Product: [CH2:21]([N:17]1[C:18]2[C:14](=[CH:13][C:12]([C:9]3[CH:10]=[CH:11][C:6]([O:5][CH2:4][C:3]([OH:39])=[O:2])=[CH:7][CH:8]=3)=[CH:20][CH:19]=2)[C:15]([CH2:34][CH2:35][CH2:36][CH2:37][CH3:38])=[C:16]1[C:28]1[CH:29]=[CH:30][CH:31]=[CH:32][CH:33]=1)[C:22]1[CH:23]=[CH:24][CH:25]=[CH:26][CH:27]=1. The catalyst class is: 36.